Dataset: Peptide-MHC class I binding affinity with 185,985 pairs from IEDB/IMGT. Task: Regression. Given a peptide amino acid sequence and an MHC pseudo amino acid sequence, predict their binding affinity value. This is MHC class I binding data. The peptide sequence is RCWLTKNGSY. The MHC is HLA-A01:01 with pseudo-sequence HLA-A01:01. The binding affinity (normalized) is 0.0896.